Dataset: Full USPTO retrosynthesis dataset with 1.9M reactions from patents (1976-2016). Task: Predict the reactants needed to synthesize the given product. (1) Given the product [CH3:1][O:2][C:3](=[O:13])[CH2:4][CH2:5][C:6]1[CH:7]=[N:8][C:9]([CH3:12])=[N:10][CH:11]=1, predict the reactants needed to synthesize it. The reactants are: [CH3:1][O:2][C:3](=[O:13])[CH:4]=[CH:5][C:6]1[CH:7]=[N:8][C:9]([CH3:12])=[N:10][CH:11]=1.C(Cl)Cl. (2) Given the product [C:28]([O:10][C:8]1[CH:9]=[C:4]([CH:3]=[C:2]([CH3:1])[C:15]2[CH:16]=[CH:17][CH:18]=[CH:19][CH:20]=2)[CH:5]=[C:6]([O:14][C:26](=[O:32])[CH3:27])[C:7]=1[CH:11]([CH3:13])[CH3:12])(=[O:30])[CH3:29], predict the reactants needed to synthesize it. The reactants are: [CH3:1][C:2]([C:15]1[CH:20]=[CH:19][CH:18]=[CH:17][CH:16]=1)=[CH:3][C:4]1[CH:5]=[C:6]([OH:14])[C:7]([CH:11]([CH3:13])[CH3:12])=[C:8]([OH:10])[CH:9]=1.C(N([CH2:26][CH3:27])CC)C.[C:28](Cl)(=[O:30])[CH3:29].[OH2:32]. (3) Given the product [Br:13][C:10]1[CH:9]=[C:8]2[C:7]([C:4]([CH3:6])([CH3:5])[C:3](=[O:2])[NH:14]2)=[CH:12][CH:11]=1, predict the reactants needed to synthesize it. The reactants are: C[O:2][C:3](=O)[C:4]([C:7]1[CH:12]=[CH:11][C:10]([Br:13])=[CH:9][C:8]=1[N+:14]([O-])=O)([CH3:6])[CH3:5]. (4) Given the product [Cl:3][C:4]1[CH:5]=[C:6]2[C:10](=[CH:11][CH:12]=1)[N:9]([CH2:18][C:19]([C:22]1[CH:27]=[CH:26][N:25]=[CH:24][N:23]=1)([OH:20])[CH3:21])[C:8]1[CH2:13][N:14]([CH3:17])[CH2:15][CH2:16][C:7]2=1, predict the reactants needed to synthesize it. The reactants are: [H-].[Na+].[Cl:3][C:4]1[CH:5]=[C:6]2[C:10](=[CH:11][CH:12]=1)[NH:9][C:8]1[CH2:13][N:14]([CH3:17])[CH2:15][CH2:16][C:7]2=1.[CH3:18][C:19]1([C:22]2[CH:27]=[CH:26][N:25]=[CH:24][N:23]=2)[CH2:21][O:20]1. (5) Given the product [CH2:9]([NH:11][CH2:2][C:3]1[CH:4]=[N:5][CH:6]=[N:7][CH:8]=1)[CH3:10], predict the reactants needed to synthesize it. The reactants are: Cl[CH2:2][C:3]1[CH:4]=[N:5][CH:6]=[N:7][CH:8]=1.[CH2:9]([NH2:11])[CH3:10]. (6) Given the product [CH3:1][N:2]([CH3:16])[S:3]([C:6]1[CH:7]=[C:8]2[C:12](=[CH:13][CH:14]=1)[NH:11][C:10](=[O:15])[C:9]2=[CH:26][C:18]1[NH:17][C:25]2[C:20]([CH:19]=1)=[CH:21][CH:22]=[CH:23][CH:24]=2)(=[O:5])=[O:4], predict the reactants needed to synthesize it. The reactants are: [CH3:1][N:2]([CH3:16])[S:3]([C:6]1[CH:7]=[C:8]2[C:12](=[CH:13][CH:14]=1)[NH:11][C:10](=[O:15])[CH2:9]2)(=[O:5])=[O:4].[NH:17]1[C:25]2[C:20](=[CH:21][CH:22]=[CH:23][CH:24]=2)[CH:19]=[C:18]1[CH:26]=O.